From a dataset of Full USPTO retrosynthesis dataset with 1.9M reactions from patents (1976-2016). Predict the reactants needed to synthesize the given product. (1) Given the product [F:1][CH:2]([F:13])[O:3][C:4]1[CH:5]=[CH:6][C:7]([C:10]([Cl:17])=[O:11])=[N:8][CH:9]=1, predict the reactants needed to synthesize it. The reactants are: [F:1][CH:2]([F:13])[O:3][C:4]1[CH:5]=[CH:6][C:7]([C:10](O)=[O:11])=[N:8][CH:9]=1.C(Cl)(=O)C([Cl:17])=O.CN(C)C=O.C1(C)C=CC=CC=1. (2) Given the product [NH2:1][C:2]1[CH:3]=[C:4]([CH:5]=[C:6]([O:9][CH2:10][CH3:11])[C:7]=1[I:8])[CH:12]=[O:13], predict the reactants needed to synthesize it. The reactants are: [NH2:1][C:2]1[CH:3]=[C:4]([CH2:12][OH:13])[CH:5]=[C:6]([O:9][CH2:10][CH3:11])[C:7]=1[I:8]. (3) Given the product [N+:8]([C:7]1[C:2]([NH:11][C:12]2[CH:17]=[CH:16][CH:15]=[CH:14][CH:13]=2)=[N:3][CH:4]=[CH:5][CH:6]=1)([O-:10])=[O:9], predict the reactants needed to synthesize it. The reactants are: Cl[C:2]1[C:7]([N+:8]([O-:10])=[O:9])=[CH:6][CH:5]=[CH:4][N:3]=1.[NH2:11][C:12]1[CH:17]=[CH:16][CH:15]=[CH:14][CH:13]=1.C(N(C(C)C)CC)(C)C. (4) Given the product [CH:12]([CH:13]1[CH2:18][CH2:17][N:16]([C:19]([O:21][CH2:22][CH3:23])=[O:20])[CH2:15][CH2:14]1)=[O:11], predict the reactants needed to synthesize it. The reactants are: C(Cl)(=O)C(Cl)=O.CS(C)=O.[OH:11][CH2:12][CH:13]1[CH2:18][CH2:17][N:16]([C:19]([O:21][CH2:22][CH3:23])=[O:20])[CH2:15][CH2:14]1.C(N(CC)CC)C. (5) Given the product [CH:28]1([C:27]([N:26]2[CH2:25][CH2:66][N:57]([C:1]([C:4]3[C:5]([F:48])=[C:6]([CH:20]=[CH:21][CH:22]=3)[CH2:7][N:8]3[C:17]4[C:12](=[CH:13][CH:14]=[CH:15][CH:16]=4)[C:11](=[O:18])[NH:10][C:9]3=[O:19])=[O:3])[CH2:56][CH2:55]2)=[O:34])[CH2:33][CH2:32][CH2:31][CH2:30]1, predict the reactants needed to synthesize it. The reactants are: [C:1]([C:4]1[CH:5]=[C:6]([CH:20]=[C:21](F)[CH:22]=1)[CH2:7][N:8]1[C:17]2[C:12](=[CH:13][CH:14]=[CH:15][CH:16]=2)[C:11](=[O:18])[NH:10][C:9]1=[O:19])([OH:3])=O.N1[C:33]2[C:28](=C[CH:30]=[CH:31][CH:32]=2)[C:27](=[O:34])[NH:26][C:25]1=O.BrCC1C=C(C=C([F:48])C=1)C(OC)=O.COC(C1C=[C:55](C=CC=1)[CH2:56][N:57]1[C:66]2[C:55](=CC=CC=2)[C:56](=O)[NH:57][C:66]1=O)=O. (6) Given the product [C:33]([NH2:37])([CH3:36])([CH3:35])[CH3:34].[CH2:1]([O:3][CH:4]([CH2:8][C:9]1[CH:10]=[CH:11][C:12]([O:15][CH2:16][CH2:17][N:18]2[C:23](=[O:24])[CH:22]=[C:21]([C:25]3[CH:30]=[CH:29][CH:28]=[CH:27][CH:26]=3)[N:20]=[C:19]2[CH2:31][CH3:32])=[CH:13][CH:14]=1)[C:5]([OH:7])=[O:6])[CH3:2], predict the reactants needed to synthesize it. The reactants are: [CH2:1]([O:3][CH:4]([CH2:8][C:9]1[CH:14]=[CH:13][C:12]([O:15][CH2:16][CH2:17][N:18]2[C:23](=[O:24])[CH:22]=[C:21]([C:25]3[CH:30]=[CH:29][CH:28]=[CH:27][CH:26]=3)[N:20]=[C:19]2[CH2:31][CH3:32])=[CH:11][CH:10]=1)[C:5]([OH:7])=[O:6])[CH3:2].[C:33]([NH2:37])([CH3:36])([CH3:35])[CH3:34]. (7) Given the product [N:8]1([C:6]2[N:7]=[C:2]([C:28]3[CH:29]=[CH:30][C:25]([CH2:24][OH:23])=[CH:26][CH:27]=3)[C:3]3[CH2:16][CH2:15][N:14]([C:17]4[CH:18]=[N:19][CH:20]=[CH:21][CH:22]=4)[C:4]=3[N:5]=2)[CH2:13][CH2:12][O:11][CH2:10][CH2:9]1, predict the reactants needed to synthesize it. The reactants are: Cl[C:2]1[C:3]2[CH2:16][CH2:15][N:14]([C:17]3[CH:18]=[N:19][CH:20]=[CH:21][CH:22]=3)[C:4]=2[N:5]=[C:6]([N:8]2[CH2:13][CH2:12][O:11][CH2:10][CH2:9]2)[N:7]=1.[OH:23][CH2:24][C:25]1[CH:30]=[CH:29][C:28](B(O)O)=[CH:27][CH:26]=1.B(O)O.